Dataset: Reaction yield outcomes from USPTO patents with 853,638 reactions. Task: Predict the reaction yield, written as a fraction of the theoretical maximum amount of product (1.0 means a 100% yield; for example, 0.34 means a 34% yield). (1) The reactants are [OH:1][C:2]1[CH:11]=[CH:10][C:5]([C:6](OC)=[O:7])=[CH:4][C:3]=1[N+:12]([O-:14])=[O:13].[NH3:15].Cl. The catalyst is O. The product is [OH:1][C:2]1[CH:11]=[CH:10][C:5]([C:6]([NH2:15])=[O:7])=[CH:4][C:3]=1[N+:12]([O-:14])=[O:13]. The yield is 0.530. (2) The reactants are O=C1C2C(=CC=CC=2)C(=O)[N:3]1[CH2:12][C@@H:13]([NH:25][C:26]([C:28]1[S:29][C:30]([CH2:39][CH3:40])=[C:31]([C:33]2[N:37]([CH3:38])[N:36]=[CH:35][CH:34]=2)[CH:32]=1)=[O:27])[CH2:14][C:15]1[CH:20]=[CH:19][CH:18]=[CH:17][C:16]=1[C:21]([F:24])([F:23])[F:22].NN.Cl. The catalyst is O1CCCC1.CO. The product is [NH2:3][CH2:12][C@@H:13]([NH:25][C:26]([C:28]1[S:29][C:30]([CH2:39][CH3:40])=[C:31]([C:33]2[N:37]([CH3:38])[N:36]=[CH:35][CH:34]=2)[CH:32]=1)=[O:27])[CH2:14][C:15]1[CH:20]=[CH:19][CH:18]=[CH:17][C:16]=1[C:21]([F:24])([F:23])[F:22]. The yield is 0.572. (3) The reactants are [F:1][C:2]1[CH:10]=[C:9]2[C:5]([C:6]([C:11]3[CH:12]=[C:13]4[C:17](=[CH:18][CH:19]=3)[N:16]([CH2:20][CH2:21][C:22](O)=[O:23])[N:15]=[CH:14]4)=[CH:7][NH:8]2)=[CH:4][CH:3]=1.[C:25]([O:29][C:30]([N:32]1[CH2:37][CH2:36][NH:35][CH2:34][CH2:33]1)=[O:31])([CH3:28])([CH3:27])[CH3:26].CN(C(ON1N=NC2C=CC=NC1=2)=[N+](C)C)C.F[P-](F)(F)(F)(F)F.CCN(C(C)C)C(C)C. The catalyst is CN(C=O)C.O. The product is [F:1][C:2]1[CH:10]=[C:9]2[C:5]([C:6]([C:11]3[CH:12]=[C:13]4[C:17](=[CH:18][CH:19]=3)[N:16]([CH2:20][CH2:21][C:22]([N:35]3[CH2:36][CH2:37][N:32]([C:30]([O:29][C:25]([CH3:28])([CH3:26])[CH3:27])=[O:31])[CH2:33][CH2:34]3)=[O:23])[N:15]=[CH:14]4)=[CH:7][NH:8]2)=[CH:4][CH:3]=1. The yield is 0.210. (4) The reactants are [C:1]([O:5][C:6]([NH:8]/[C:9](=[N:16]\[C:17]([O:19][C:20]([CH3:23])([CH3:22])[CH3:21])=[O:18])/[N:10]([CH3:15])[CH2:11][C:12]([OH:14])=O)=[O:7])([CH3:4])([CH3:3])[CH3:2].[BrH:24].[Br-].[NH2:26][CH2:27][CH2:28][CH2:29][P+:30]([C:43]1[CH:48]=[CH:47][CH:46]=[CH:45][CH:44]=1)([C:37]1[CH:42]=[CH:41][CH:40]=[CH:39][CH:38]=1)[C:31]1[CH:36]=[CH:35][CH:34]=[CH:33][CH:32]=1.C(N(CC)C(C)C)(C)C.O.ON1C2C=CC=CC=2N=N1.Cl.CN(C)CCCN=C=NCC. The catalyst is C(Cl)Cl. The product is [C:1]([O:5][C:6]([NH:8]/[C:9](=[N:16]\[C:17]([O:19][C:20]([CH3:23])([CH3:22])[CH3:21])=[O:18])/[N:10]([CH3:15])[CH2:11][C:12]([NH:26][CH2:27][CH2:28][CH2:29][P+:30]([C:43]1[CH:48]=[CH:47][CH:46]=[CH:45][CH:44]=1)([C:31]1[CH:32]=[CH:33][CH:34]=[CH:35][CH:36]=1)[C:37]1[CH:42]=[CH:41][CH:40]=[CH:39][CH:38]=1)=[O:14])=[O:7])([CH3:4])([CH3:2])[CH3:3].[Br-:24]. The yield is 0.680. (5) The yield is 0.600. The product is [F:14][C:11]1[CH:12]=[CH:13][C:8]([C:6]2[N:5]=[C:4]3[CH:15]=[CH:16][S:17][C:3]3=[C:2]([N:18]3[CH2:26][CH2:25][CH:21]([C:22]([NH2:24])=[O:23])[CH2:20][CH2:19]3)[CH:7]=2)=[CH:9][CH:10]=1. The reactants are Cl[C:2]1[CH:7]=[C:6]([C:8]2[CH:13]=[CH:12][C:11]([F:14])=[CH:10][CH:9]=2)[N:5]=[C:4]2[CH:15]=[CH:16][S:17][C:3]=12.[NH:18]1[CH2:26][CH2:25][CH:21]([C:22]([NH2:24])=[O:23])[CH2:20][CH2:19]1.C([O-])(=O)C.[Na+]. The catalyst is CN1CCCC1=O.